This data is from Forward reaction prediction with 1.9M reactions from USPTO patents (1976-2016). The task is: Predict the product of the given reaction. (1) Given the reactants Cl[C:2]1[N:7]=[N:6][C:5]([NH:8][C:9]2[CH:14]=[CH:13][CH:12]=[C:11]([Cl:15])[CH:10]=2)=[CH:4][CH:3]=1.C(O)COCCOCCO.O.[NH2:27][NH2:28], predict the reaction product. The product is: [Cl:15][C:11]1[CH:10]=[C:9]([NH:8][C:5]2[N:6]=[N:7][C:2]([NH:27][NH2:28])=[CH:3][CH:4]=2)[CH:14]=[CH:13][CH:12]=1. (2) Given the reactants [F:1][C:2]1[CH:3]=[C:4]2[C:8](=[CH:9][CH:10]=1)[NH:7][C:6](=[O:11])[C:5]2=O.O.[NH2:14][NH2:15], predict the reaction product. The product is: [NH2:7][C:8]1[CH:9]=[CH:10][C:2]([F:1])=[CH:3][C:4]=1[CH2:5][C:6]([NH:14][NH2:15])=[O:11]. (3) Given the reactants [CH:1]1([C@@H:4]([NH:9][C:10]2[C:22]3[C:21]4[CH:20]=[CH:19][C:18]([C:23]#[CH:24])=[CH:17][C:16]=4[NH:15][C:14]=3[C:13]([C:25]([NH2:27])=[O:26])=[CH:12][N:11]=2)[C:5]([F:8])([F:7])[F:6])[CH2:3][CH2:2]1.[Si]([N:32]=[N+:33]=[N-:34])(C)(C)C, predict the reaction product. The product is: [CH:1]1([C@@H:4]([NH:9][C:10]2[C:22]3[C:21]4[CH:20]=[CH:19][C:18]([C:23]5[N:32]=[N:33][NH:34][CH:24]=5)=[CH:17][C:16]=4[NH:15][C:14]=3[C:13]([C:25]([NH2:27])=[O:26])=[CH:12][N:11]=2)[C:5]([F:8])([F:6])[F:7])[CH2:3][CH2:2]1. (4) The product is: [F:18][C:2]([F:1])([F:19])[C:3]1[CH:4]=[C:5]([C:9]2[N:14]=[C:13]([CH2:15][NH2:16])[CH:12]=[CH:11][CH:10]=2)[CH:6]=[CH:7][CH:8]=1. Given the reactants [F:1][C:2]([F:19])([F:18])[C:3]1[CH:4]=[C:5]([C:9]2[N:14]=[C:13]([CH:15]=[N:16]O)[CH:12]=[CH:11][CH:10]=2)[CH:6]=[CH:7][CH:8]=1.C(O)(=O)C, predict the reaction product.